Regression. Given a peptide amino acid sequence and an MHC pseudo amino acid sequence, predict their binding affinity value. This is MHC class II binding data. From a dataset of Peptide-MHC class II binding affinity with 134,281 pairs from IEDB. (1) The peptide sequence is DQRGSGQVVTYALNT. The MHC is DRB4_0103 with pseudo-sequence DRB4_0103. The binding affinity (normalized) is 0.395. (2) The peptide sequence is GELQIVDKIDWAFKI. The MHC is DRB1_1201 with pseudo-sequence DRB1_1201. The binding affinity (normalized) is 0.610. (3) The peptide sequence is RVRGRCPVSILAMRT. The MHC is H-2-IAd with pseudo-sequence H-2-IAd. The binding affinity (normalized) is 0.698. (4) The peptide sequence is SKAALTSKLDAAYKL. The MHC is DRB1_0405 with pseudo-sequence DRB1_0405. The binding affinity (normalized) is 0.205.